The task is: Regression. Given two drug SMILES strings and cell line genomic features, predict the synergy score measuring deviation from expected non-interaction effect.. This data is from NCI-60 drug combinations with 297,098 pairs across 59 cell lines. (1) Drug 1: CN(C)C1=NC(=NC(=N1)N(C)C)N(C)C. Drug 2: CC1C(C(CC(O1)OC2CC(OC(C2O)C)OC3=CC4=CC5=C(C(=O)C(C(C5)C(C(=O)C(C(C)O)O)OC)OC6CC(C(C(O6)C)O)OC7CC(C(C(O7)C)O)OC8CC(C(C(O8)C)O)(C)O)C(=C4C(=C3C)O)O)O)O. Cell line: UACC62. Synergy scores: CSS=9.91, Synergy_ZIP=1.80, Synergy_Bliss=11.2, Synergy_Loewe=8.82, Synergy_HSA=10.5. (2) Drug 1: CC(C)(C#N)C1=CC(=CC(=C1)CN2C=NC=N2)C(C)(C)C#N. Drug 2: CC1=C2C(C(=O)C3(C(CC4C(C3C(C(C2(C)C)(CC1OC(=O)C(C(C5=CC=CC=C5)NC(=O)OC(C)(C)C)O)O)OC(=O)C6=CC=CC=C6)(CO4)OC(=O)C)O)C)O. Cell line: MALME-3M. Synergy scores: CSS=-14.6, Synergy_ZIP=7.80, Synergy_Bliss=3.42, Synergy_Loewe=-13.4, Synergy_HSA=-15.0. (3) Drug 1: CCC1=CC2CC(C3=C(CN(C2)C1)C4=CC=CC=C4N3)(C5=C(C=C6C(=C5)C78CCN9C7C(C=CC9)(C(C(C8N6C)(C(=O)OC)O)OC(=O)C)CC)OC)C(=O)OC.C(C(C(=O)O)O)(C(=O)O)O. Drug 2: CC1=C(N=C(N=C1N)C(CC(=O)N)NCC(C(=O)N)N)C(=O)NC(C(C2=CN=CN2)OC3C(C(C(C(O3)CO)O)O)OC4C(C(C(C(O4)CO)O)OC(=O)N)O)C(=O)NC(C)C(C(C)C(=O)NC(C(C)O)C(=O)NCCC5=NC(=CS5)C6=NC(=CS6)C(=O)NCCC[S+](C)C)O. Cell line: COLO 205. Synergy scores: CSS=42.8, Synergy_ZIP=1.52, Synergy_Bliss=1.38, Synergy_Loewe=-1.52, Synergy_HSA=2.45.